Dataset: Forward reaction prediction with 1.9M reactions from USPTO patents (1976-2016). Task: Predict the product of the given reaction. The product is: [CH2:1]([O:8][C:9]1[CH:17]=[CH:16][CH:15]=[C:14]2[C:10]=1[CH:11]=[C:12]([C:29]([F:32])([F:31])[F:30])[N:13]2[CH3:18])[C:2]1[CH:3]=[CH:4][CH:5]=[CH:6][CH:7]=1. Given the reactants [CH2:1]([O:8][C:9]1[CH:17]=[CH:16][CH:15]=[C:14]2[C:10]=1[CH:11]=[CH:12][N:13]2[CH3:18])[C:2]1[CH:7]=[CH:6][CH:5]=[CH:4][CH:3]=1.CC1(C)C2C=CC=CC=2I([C:29]([F:32])([F:31])[F:30])O1, predict the reaction product.